Task: Predict the reaction yield, written as a fraction of the theoretical maximum amount of product (1.0 means a 100% yield; for example, 0.34 means a 34% yield).. Dataset: Reaction yield outcomes from USPTO patents with 853,638 reactions (1) The reactants are [C:1]([N:4]1[C@H:8]([C@H:9]([OH:12])[CH2:10][OH:11])[C@H:7]([OH:13])[CH:6]=[N:5]1)(=[O:3])[CH3:2]. The catalyst is [OH-].[OH-].[Pd+2].CO. The product is [C:1]([N:4]1[C@H:8]([C@H:9]([OH:12])[CH2:10][OH:11])[C@@H:7]([OH:13])[CH2:6][NH:5]1)(=[O:3])[CH3:2]. The yield is 0.430. (2) The reactants are [OH:1][C:2]1([C:9]([F:12])([F:11])[F:10])[CH2:7][CH2:6][C:5](=O)[CH2:4][CH2:3]1.[CH:13]1([NH2:16])[CH2:15][CH2:14]1.[BH-](OC(C)=O)(OC(C)=O)OC(C)=O.[Na+].C(O)(=O)C.[OH-].[Na+]. The catalyst is ClCCCl. The product is [CH:13]1([NH:16][CH:5]2[CH2:6][CH2:7][C:2]([C:9]([F:12])([F:11])[F:10])([OH:1])[CH2:3][CH2:4]2)[CH2:15][CH2:14]1. The yield is 0.930. (3) The reactants are C[Al](C)C.[CH:5]1[C:10]([NH2:11])=[CH:9][CH:8]=[C:7]([S:12]([NH:15][C:16]2[S:20][CH:19]=[CH:18][N:17]=2)(=[O:14])=[O:13])[CH:6]=1.[Cl:21][C:22]1[CH:30]=[CH:29][CH:28]=[C:27]2[C:23]=1[CH2:24][CH2:25][N:26]2[C@H:31]1[CH2:35][CH2:34][O:33][C:32]1=[O:36].Cl. The catalyst is CCCCCC.ClCCl.C(OC(=O)C)C. The product is [Cl:21][C:22]1[CH:30]=[CH:29][CH:28]=[C:27]2[C:23]=1[CH2:24][CH2:25][N:26]2[C@@H:31]([CH2:35][CH2:34][OH:33])[C:32]([NH:11][C:10]1[CH:5]=[CH:6][C:7]([S:12](=[O:14])(=[O:13])[NH:15][C:16]2[S:20][CH:19]=[CH:18][N:17]=2)=[CH:8][CH:9]=1)=[O:36]. The yield is 0.800. (4) The reactants are [NH2:1][C:2]1[C:3]([CH3:13])=[C:4]([CH:9]=[C:10]([Br:12])[CH:11]=1)[C:5]([O:7][CH3:8])=[O:6].[C:14]([O-:17])(=O)[CH3:15].[K+].C(OC(=O)C)(=O)C.[N:26](OC(C)(C)C)=O.C1OCCOCCOCCOCCOCCOC1. The catalyst is C(Cl)(Cl)Cl. The product is [C:14]([N:1]1[C:2]2[CH:11]=[C:10]([Br:12])[CH:9]=[C:4]([C:5]([O:7][CH3:8])=[O:6])[C:3]=2[CH:13]=[N:26]1)(=[O:17])[CH3:15]. The yield is 0.983. (5) The reactants are [CH3:1][O:2][C:3](=[O:8])[CH:4]=[C:5]([NH2:7])[CH3:6].[CH2:9]([O:11][C:12](=[O:16])[N:13]=[C:14]=[O:15])[CH3:10]. The catalyst is CCOCC. The product is [CH3:1][O:2][C:3](=[O:8])[C:4]([C:14](=[O:15])[NH:13][C:12]([O:11][CH2:9][CH3:10])=[O:16])=[C:5]([NH2:7])[CH3:6]. The yield is 0.360. (6) The reactants are [F:1][C:2]1[C:21]([NH:22][C:23]([NH:25][C:26]2[CH:27]=[N:28][C:29]([CH3:32])=[CH:30][CH:31]=2)=[O:24])=[CH:20][CH:19]=[CH:18][C:3]=1[CH2:4][N:5]1[CH2:10][CH2:9][N:8](C(OC(C)(C)C)=O)[CH2:7][CH2:6]1.Cl.[CH3:34][S:35](Cl)(=[O:37])=[O:36].CCN(C(C)C)C(C)C. The catalyst is CO. The product is [F:1][C:2]1[C:3]([CH2:4][N:5]2[CH2:10][CH2:9][N:8]([S:35]([CH3:34])(=[O:37])=[O:36])[CH2:7][CH2:6]2)=[CH:18][CH:19]=[CH:20][C:21]=1[NH:22][C:23]([NH:25][C:26]1[CH:27]=[N:28][C:29]([CH3:32])=[CH:30][CH:31]=1)=[O:24]. The yield is 0.760. (7) The reactants are [BH4-].[Li+].C[O:4][C:5](=O)[CH2:6][CH:7]([C:10]1[CH:15]=[CH:14][C:13]([Br:16])=[CH:12][C:11]=1[CH3:17])[C:8]#[N:9].OS([O-])(=O)=O.[K+].[O-]S([O-])(=O)=O.[Na+].[Na+]. The catalyst is C1COCC1. The product is [Br:16][C:13]1[CH:14]=[CH:15][C:10]([CH:7]([CH2:6][CH2:5][OH:4])[C:8]#[N:9])=[C:11]([CH3:17])[CH:12]=1. The yield is 0.870. (8) The reactants are [N:1]1([C:6]2[CH:11]=[CH:10][C:9]([C:12]3[O:13][C:14]4[CH:30]=[CH:29][C:28]([NH:31][C:32](=[NH:34])[CH3:33])=[CH:27][C:15]=4[C:16](=[O:26])[C:17]=3[O:18]CC3C=CC=CC=3)=[CH:8][CH:7]=2)[CH:5]=[CH:4][N:3]=[CH:2]1.[ClH:35]. The catalyst is CO.[Pd]. The product is [ClH:35].[N:1]1([C:6]2[CH:11]=[CH:10][C:9]([C:12]3[O:13][C:14]4[CH:30]=[CH:29][C:28]([NH:31][C:32](=[NH:34])[CH3:33])=[CH:27][C:15]=4[C:16](=[O:26])[C:17]=3[OH:18])=[CH:8][CH:7]=2)[CH:5]=[CH:4][N:3]=[CH:2]1. The yield is 0.750.